Dataset: CYP3A4 inhibition data for predicting drug metabolism from PubChem BioAssay. Task: Regression/Classification. Given a drug SMILES string, predict its absorption, distribution, metabolism, or excretion properties. Task type varies by dataset: regression for continuous measurements (e.g., permeability, clearance, half-life) or binary classification for categorical outcomes (e.g., BBB penetration, CYP inhibition). Dataset: cyp3a4_veith. (1) The compound is O=S(=O)(c1ccccc1)N1CCC2(CCN(Cc3ccccc3)CC2)CC1. The result is 0 (non-inhibitor). (2) The compound is CCCCc1nc2ccccc2c(=O)n1-c1ccc(Cl)cc1[N+](=O)[O-]. The result is 0 (non-inhibitor). (3) The compound is COC(=O)C/C=C\[C@@H](C)[C@@H](/C=N\O[C@@H](C)CN1CCCCc2nc(C)c(C)cc21)OC. The result is 1 (inhibitor). (4) The molecule is CN(C)C(=O)c1ccc(-c2cc(N(C)Cc3ccco3)ncn2)cc1. The result is 0 (non-inhibitor). (5) The drug is O=C(Oc1ccccc1)N1CCC[C@@]2(CCN(C(c3ccccc3)c3ccccc3)C2)C1. The result is 1 (inhibitor). (6) The result is 1 (inhibitor). The drug is CCN(CC)CCOCCOC(=O)C1(c2ccccc2)CCCC1.O=C(O)CC(O)(CC(=O)O)C(=O)O.